The task is: Predict the product of the given reaction.. This data is from Forward reaction prediction with 1.9M reactions from USPTO patents (1976-2016). Given the reactants N1C=CC=CC=1C=[O:8].[F:9][C:10]([Si](C)(C)C)([F:12])[F:11].[F-].C([N+:22]([CH2:31][CH2:32][CH2:33][CH3:34])([CH2:27][CH2:28]CC)CCCC)CCC, predict the reaction product. The product is: [F:9][C:10]([F:12])([F:11])[CH:34]([C:33]1[CH:28]=[CH:27][N:22]=[CH:31][CH:32]=1)[OH:8].